Dataset: Forward reaction prediction with 1.9M reactions from USPTO patents (1976-2016). Task: Predict the product of the given reaction. Given the reactants Cl[C:2]1[CH:11]=[CH:10][C:9]2[C:4](=[CH:5][CH:6]=[CH:7][CH:8]=2)[N:3]=1.N#N.[CH2:14]([Sn](CCCC)(CCCC)C=C)[CH2:15]CC, predict the reaction product. The product is: [CH:14]([C:2]1[CH:11]=[CH:10][C:9]2[C:4](=[CH:5][CH:6]=[CH:7][CH:8]=2)[N:3]=1)=[CH2:15].